Dataset: Full USPTO retrosynthesis dataset with 1.9M reactions from patents (1976-2016). Task: Predict the reactants needed to synthesize the given product. (1) Given the product [CH3:11][C:12]([N:4]1[CH:5]=[C:6]([C:7]([O:9][CH3:10])=[O:8])[C:2]([CH3:1])=[N:3]1)([CH3:13])[CH2:14][CH3:15], predict the reactants needed to synthesize it. The reactants are: [CH3:1][C:2]1[C:6]([C:7]([O:9][CH3:10])=[O:8])=[CH:5][NH:4][N:3]=1.[CH3:11][C:12](=[CH:14][CH3:15])[CH3:13].O.C1(C)C=CC(S(O)(=O)=O)=CC=1.C(=O)([O-])O.[Na+]. (2) Given the product [CH:1]1([CH2:7][S:8][C:9]2[CH:10]=[C:11]([CH:12]([OH:13])[CH2:19][C:18]#[N:20])[CH:14]=[C:15]([CH3:17])[CH:16]=2)[CH2:2][CH2:3][CH2:4][CH2:5][CH2:6]1, predict the reactants needed to synthesize it. The reactants are: [CH:1]1([CH2:7][S:8][C:9]2[CH:10]=[C:11]([CH:14]=[C:15]([CH3:17])[CH:16]=2)[CH:12]=[O:13])[CH2:6][CH2:5][CH2:4][CH2:3][CH2:2]1.[C:18](#[N:20])[CH3:19].